From a dataset of Forward reaction prediction with 1.9M reactions from USPTO patents (1976-2016). Predict the product of the given reaction. (1) Given the reactants [C:1]([N:8]1[CH2:25][CH2:24][C@@:15]23[C:16]4[CH:17]=[C:18]([OH:23])[CH:19]=[CH:20][C:21]=4[CH2:22][C@@H:9]1[C@@H:10]2[CH2:11][CH2:12][CH2:13][CH2:14]3)([O:3][C:4]([CH3:7])([CH3:6])[CH3:5])=[O:2].C(N(CC)CC)C.[C:33](Cl)(=[O:38])[C:34]([CH3:37])([CH3:36])[CH3:35], predict the reaction product. The product is: [C:1]([N:8]1[CH2:25][CH2:24][C@@:15]23[C:16]4[CH:17]=[C:18]([O:23][C:33](=[O:38])[C:34]([CH3:37])([CH3:36])[CH3:35])[CH:19]=[CH:20][C:21]=4[CH2:22][C@@H:9]1[C@@H:10]2[CH2:11][CH2:12][CH2:13][CH2:14]3)([O:3][C:4]([CH3:7])([CH3:6])[CH3:5])=[O:2]. (2) Given the reactants [CH:1]([NH:4][CH:5]([CH3:7])[CH3:6])([CH3:3])[CH3:2].[Li:8]CCCC.[CH3:13][N:14]1[CH:19]2[CH2:20][C:21](=[O:23])[CH2:22][CH:15]1[CH2:16][S:17][CH2:18]2.[CH3:24][O:25][C:26](C#N)=[O:27], predict the reaction product. The product is: [Li+:8].[CH3:2][CH:1]([N-:4][CH:5]([CH3:7])[CH3:6])[CH3:3].[CH3:24][O:25][C:26]([CH:20]1[C:21](=[O:23])[CH2:22][CH:15]2[N:14]([CH3:13])[CH:19]1[CH2:18][S:17][CH2:16]2)=[O:27]. (3) Given the reactants OCC(C)(CO)C.C([O:15][CH2:16][CH:17]([CH2:22][CH3:23])[CH2:18][CH2:19][CH2:20][CH3:21])(=O)CCCCC([O:15][CH2:16][CH:17]([CH2:22][CH3:23])[CH2:18][CH2:19][CH2:20][CH3:21])=O, predict the reaction product. The product is: [CH2:22]([CH:17]([CH2:18][CH2:19][CH2:20][CH3:21])[CH2:16][OH:15])[CH3:23]. (4) The product is: [Cl:12][C:13]1[CH:18]=[CH:17][C:16]([NH:19][C:20](=[O:21])[NH:1][C@H:2]([CH3:6])[C:3]([OH:5])=[O:4])=[CH:15][CH:14]=1. Given the reactants [NH2:1][C@H:2]([CH3:6])[C:3]([OH:5])=[O:4].C(=O)([O-])O.[Na+].[Cl:12][C:13]1[CH:18]=[CH:17][C:16]([N:19]=[C:20]=[O:21])=[CH:15][CH:14]=1, predict the reaction product. (5) The product is: [NH2:27][C:4]1[S:3][C:2]([C:40]2[CH:41]=[C:36]([F:35])[CH:37]=[CH:38][C:39]=2[F:42])=[N:6][C:5]=1[C:7]([NH:8][C:9]1[CH:10]=[N:11][N:12]([CH2:22][CH:23]([F:24])[F:25])[C:13]=1[N:14]1[CH2:20][CH2:19][CH2:18][CH:17]([OH:21])[CH2:16][CH2:15]1)=[O:26]. Given the reactants Br[C:2]1[S:3][C:4]([NH:27]C(=O)OC(C)(C)C)=[C:5]([C:7](=[O:26])[NH:8][C:9]2[CH:10]=[N:11][N:12]([CH2:22][CH:23]([F:25])[F:24])[C:13]=2[N:14]2[CH2:20][CH2:19][CH2:18][CH:17]([OH:21])[CH2:16][CH2:15]2)[N:6]=1.[F:35][C:36]1[CH:41]=[CH:40][C:39]([F:42])=[CH:38][C:37]=1B(O)O, predict the reaction product.